From a dataset of Catalyst prediction with 721,799 reactions and 888 catalyst types from USPTO. Predict which catalyst facilitates the given reaction. (1) Reactant: [NH2:1][C:2]1[C:11]2[N:12]=[C:13]3[CH2:18][O:17][CH2:16][C@H:15](CCCNC(=O)OC(C)(C)C)[N:14]3[C:10]=2[C:9]2[C:4](=[CH:5][CH:6]=[CH:7][CH:8]=2)[N:3]=1.Cl. Product: [CH:8]1[CH:7]=[CH:6][CH:5]=[C:4]2[C:9]=1[C:10]1[N:14]3[CH2:15][CH2:16][O:17][CH2:18][C:13]3=[N:12][C:11]=1[C:2]([NH2:1])=[N:3]2. The catalyst class is: 8. (2) Reactant: [Br:1][C:2]1[CH:3]=[C:4]2[N:13]([CH3:14])[CH:12]=[CH:11][C:5]2=[N:6][C:7]=1[C@@H:8]([NH2:10])[CH3:9].C(N(CC)CC)C.[C:22](Cl)([O:24][CH2:25][C:26]1[CH:31]=[CH:30][CH:29]=[CH:28][CH:27]=1)=[O:23]. Product: [Br:1][C:2]1[CH:3]=[C:4]2[N:13]([CH3:14])[CH:12]=[CH:11][C:5]2=[N:6][C:7]=1[C@@H:8]([NH:10][C:22](=[O:23])[O:24][CH2:25][C:26]1[CH:31]=[CH:30][CH:29]=[CH:28][CH:27]=1)[CH3:9]. The catalyst class is: 2. (3) Reactant: [H-].[Na+].[CH3:3][O:4][C:5]([CH2:7]P(OC)(OC)=O)=[O:6].[CH3:14][CH2:15][CH2:16][CH2:17][CH2:18][CH2:19][C:20](=O)[CH2:21][CH2:22][CH2:23][CH2:24][CH2:25][CH3:26].Cl. Product: [CH2:19]([C:20]([CH2:21][CH2:22][CH2:23][CH2:24][CH2:25][CH3:26])=[CH:7][C:5]([O:4][CH3:3])=[O:6])[CH2:18][CH2:17][CH2:16][CH2:15][CH3:14]. The catalyst class is: 1. (4) Reactant: [H-].[Na+].[Cl:3][C:4]1[CH:9]=[CH:8][CH:7]=[CH:6][C:5]=1[OH:10].Cl[C:12]1[C:17]([C:18]([O:20][CH2:21][CH3:22])=[O:19])=[CH:16][N:15]=[C:14]([C:23]2[CH:28]=[CH:27][CH:26]=[CH:25][CH:24]=2)[N:13]=1.O. Product: [Cl:3][C:4]1[CH:9]=[CH:8][CH:7]=[CH:6][C:5]=1[O:10][C:16]1[C:17]([C:18]([O:20][CH2:21][CH3:22])=[O:19])=[CH:12][N:13]=[C:14]([C:23]2[CH:28]=[CH:27][CH:26]=[CH:25][CH:24]=2)[N:15]=1. The catalyst class is: 10. (5) Reactant: C(OC([O:15][CH2:16][CH3:17])COCC(OCC)OCC)C.Cl.[CH2:19]([NH2:26])[C:20]1[CH:25]=[CH:24][CH:23]=[CH:22][CH:21]=1.[O:27]=[C:28]([CH2:33][C:34](O)=O)[CH2:29][C:30](O)=O.[C:37]([O-])(=O)C.[Na+].[OH-].[Na+]. Product: [CH2:19]([N:26]1[CH:30]2[CH2:29][C:28](=[O:27])[CH2:33][CH:34]1[CH2:37][C:16](=[O:15])[CH2:17]2)[C:20]1[CH:25]=[CH:24][CH:23]=[CH:22][CH:21]=1. The catalyst class is: 86. (6) Product: [F:1][C:2]1[CH:3]=[CH:4][C:5]2[N:9]=[C:8]([CH:10]([NH:12][C:22]3[N:30]=[CH:29][N:28]=[C:27]4[C:23]=3[N:24]=[CH:25][NH:26]4)[CH3:11])[N:7]([C:13]3[CH:18]=[CH:17][CH:16]=[CH:15][C:14]=3[F:19])[C:6]=2[CH:20]=1. The catalyst class is: 51. Reactant: [F:1][C:2]1[CH:3]=[CH:4][C:5]2[N:9]=[C:8]([C@@H:10]([NH2:12])[CH3:11])[N:7]([C:13]3[CH:18]=[CH:17][CH:16]=[CH:15][C:14]=3[F:19])[C:6]=2[CH:20]=1.Cl[C:22]1[N:30]=[CH:29][N:28]=[C:27]2[C:23]=1[N:24]=[CH:25][N:26]2C1CCCCO1.CCN(C(C)C)C(C)C. (7) Reactant: [CH2:1]([C:4]1[C:19]([O:20][CH2:21][CH2:22][CH2:23][O:24][C:25]2[CH:30]=[C:29]([OH:31])[C:28]([C:32]3[CH:37]=[CH:36][C:35]([F:38])=[CH:34][CH:33]=3)=[CH:27][C:26]=2[CH2:39][CH3:40])=[CH:18][CH:17]=[CH:16][C:5]=1[S:6][C:7]1[CH:15]=[CH:14][CH:13]=[CH:12][C:8]=1[C:9]([OH:11])=[O:10])[CH2:2][CH3:3].ClC1C=C(C=CC=1)C(OO)=[O:46]. Product: [CH2:1]([C:4]1[C:19]([O:20][CH2:21][CH2:22][CH2:23][O:24][C:25]2[CH:30]=[C:29]([OH:31])[C:28]([C:32]3[CH:37]=[CH:36][C:35]([F:38])=[CH:34][CH:33]=3)=[CH:27][C:26]=2[CH2:39][CH3:40])=[CH:18][CH:17]=[CH:16][C:5]=1[S:6]([C:7]1[CH:15]=[CH:14][CH:13]=[CH:12][C:8]=1[C:9]([OH:11])=[O:10])=[O:46])[CH2:2][CH3:3]. The catalyst class is: 2. (8) Reactant: Cl.[NH2:2][C:3]1[CH:22]=[CH:21][C:6]([O:7][CH2:8][CH2:9][O:10][S:11]([C:14]2[CH:19]=[CH:18][C:17]([CH3:20])=[CH:16][CH:15]=2)(=[O:13])=[O:12])=[CH:5][C:4]=1[CH2:23][S:24]([C:27]1[C:36]2[C:31](=[CH:32][CH:33]=[CH:34][CH:35]=2)[CH:30]=[CH:29][CH:28]=1)(=[O:26])=[O:25].[N:37]([O-])=O.[Na+].C(=O)([O-])[O-].[Na+].[Na+]. Product: [C:27]1([S:24]([C:23]2[C:4]3[C:3](=[CH:22][CH:21]=[C:6]([O:7][CH2:8][CH2:9][O:10][S:11]([C:14]4[CH:19]=[CH:18][C:17]([CH3:20])=[CH:16][CH:15]=4)(=[O:12])=[O:13])[CH:5]=3)[NH:2][N:37]=2)(=[O:25])=[O:26])[C:36]2[C:31](=[CH:32][CH:33]=[CH:34][CH:35]=2)[CH:30]=[CH:29][CH:28]=1. The catalyst class is: 97.